From a dataset of Full USPTO retrosynthesis dataset with 1.9M reactions from patents (1976-2016). Predict the reactants needed to synthesize the given product. (1) Given the product [NH2:10][C@@H:11]1[CH2:16][CH2:15][CH2:14][CH2:13][C@H:12]1[CH2:17][N:18]([CH3:19])[CH:20]1[CH2:29][CH2:28][C:27]2[C:22](=[CH:23][CH:24]=[C:25]([F:30])[CH:26]=2)[CH2:21]1, predict the reactants needed to synthesize it. The reactants are: C(OC(=O)[NH:10][C@@H:11]1[CH2:16][CH2:15][CH2:14][CH2:13][C@H:12]1[CH2:17][N:18]([CH:20]1[CH2:29][CH2:28][C:27]2[C:22](=[CH:23][CH:24]=[C:25]([F:30])[CH:26]=2)[CH2:21]1)[CH3:19])C1C=CC=CC=1. (2) Given the product [F:36][C:33]1[C:32]([C@@H:37]2[C@@H:41]([C:42]3[CH:47]=[CH:46][CH:45]=[C:44]([F:48])[CH:43]=3)[O:40][C:39](=[O:49])[NH:38]2)=[CH:31][C:30]([C:10]#[C:9][C:5]2[CH:6]=[CH:7][CH:8]=[CH:3][CH:4]=2)=[CH:35][N:34]=1, predict the reactants needed to synthesize it. The reactants are: CO[C:3]1[CH:4]=[C:5]([C@H:9]2OC(=O)N[C@@H:10]2C2C=CC=C(C#CC3C=CC=CC=3)C=2)[CH:6]=[CH:7][CH:8]=1.Br[C:30]1[CH:31]=[C:32]([C@@H:37]2[C@@H:41]([C:42]3[CH:47]=[CH:46][CH:45]=[C:44]([F:48])[CH:43]=3)[O:40][C:39](=[O:49])[NH:38]2)[C:33]([F:36])=[N:34][CH:35]=1.C1(C#C)C=CC=CC=1. (3) Given the product [CH3:1][O:2][C:3]([C:5]1[CH:10]=[C:9]([C:11]([OH:13])=[O:12])[N:8]=[CH:7][N:6]=1)=[O:4], predict the reactants needed to synthesize it. The reactants are: [CH3:1][O:2][C:3]([C:5]1[CH:10]=[C:9]([C:11]([O:13]C)=[O:12])[N:8]=[CH:7][N:6]=1)=[O:4].[OH-].[Na+].Cl. (4) Given the product [C:8]([O-:15])(=[O:14])[CH2:9][CH2:10][C:11]([O-:13])=[O:12].[NH4+:5].[NH4+:5], predict the reactants needed to synthesize it. The reactants are: C(=O)([O-])[O-].[NH4+:5].[NH4+].O.[C:8]([O-:15])(=[O:14])[CH2:9][CH2:10][C:11]([O-:13])=[O:12].[Ca+2]. (5) Given the product [CH:17]([C:14]1[CH:13]=[CH:12][C:11]([C:8]2[N:7]([CH2:20][CH2:21][O:22][CH3:23])[C:6]3[C:5]([O:24][CH3:25])=[CH:4][CH:3]=[C:2]([C:32]4[CH:37]=[CH:36][CH:35]=[CH:34][CH:33]=4)[C:10]=3[N:9]=2)=[CH:16][CH:15]=1)([CH3:18])[CH3:19], predict the reactants needed to synthesize it. The reactants are: Br[C:2]1[C:10]2[N:9]=[C:8]([C:11]3[CH:16]=[CH:15][C:14]([CH:17]([CH3:19])[CH3:18])=[CH:13][CH:12]=3)[N:7]([CH2:20][CH2:21][O:22][CH3:23])[C:6]=2[C:5]([O:24][CH3:25])=[CH:4][CH:3]=1.C(=O)([O-])[O-].[Na+].[Na+].[C:32]1(B(O)O)[CH:37]=[CH:36][CH:35]=[CH:34][CH:33]=1. (6) Given the product [Cl:13][C:14]1[CH:21]=[CH:20][C:17]([CH:5]2[NH:26][C:2](=[O:4])[C:1]3[C:7](=[CH:8][CH:9]=[CH:10][CH:11]=3)[NH:6]2)=[CH:16][CH:15]=1, predict the reactants needed to synthesize it. The reactants are: [C:1]12[C:7](=[CH:8][CH:9]=[CH:10][CH:11]=1)[NH:6][C:5](=O)[O:4][C:2]2=O.[Cl:13][C:14]1[CH:21]=[CH:20][C:17](C=O)=[CH:16][CH:15]=1.C([O-])(=O)C.[NH4+:26].C1(C)C=CC(S(O)(=O)=O)=CC=1. (7) Given the product [NH2:1][C:2]1[C:11]2[C:6](=[CH:7][CH:8]=[CH:9][C:10]=2[O:12][CH2:13][C@@H:14]([NH:16][C:31](=[O:32])[C:30]2[CH:34]=[CH:35][C:36]([O:37][CH3:38])=[C:28]([O:27][CH2:26][CH2:25][CH2:24][OH:23])[CH:29]=2)[CH3:15])[N:5]=[C:4]([CH3:17])[C:3]=1[C:18]([O:20][CH2:21][CH3:22])=[O:19], predict the reactants needed to synthesize it. The reactants are: [NH2:1][C:2]1[C:11]2[C:6](=[CH:7][CH:8]=[CH:9][C:10]=2[O:12][CH2:13][C@@H:14]([NH2:16])[CH3:15])[N:5]=[C:4]([CH3:17])[C:3]=1[C:18]([O:20][CH2:21][CH3:22])=[O:19].[OH:23][CH2:24][CH2:25][CH2:26][O:27][C:28]1[CH:29]=[C:30]([CH:34]=[CH:35][C:36]=1[O:37][CH3:38])[C:31](O)=[O:32].